This data is from Forward reaction prediction with 1.9M reactions from USPTO patents (1976-2016). The task is: Predict the product of the given reaction. (1) Given the reactants [CH:1]12[CH2:9][CH:4]([CH:5]([CH:7]=O)[CH2:6]1)[CH:3]=[CH:2]2.[CH:10]([CH:12]1CCC[CH:14](CCC=O)[CH2:13]1)=O.C(C1CCC(CCC=O)CC1)=O.C(C1CCCC(C(C)C=O)C1)=O.C(C1CCC(C(C)C=O)CC1)=O.C(C1CCCCC=1)=C.C1(C=O)CCCCC(C=O)CCCC(C=O)CC1.C=CC=C, predict the reaction product. The product is: [CH:2]1[CH2:3][CH2:4][CH2:9][CH:1]=[CH:6][CH2:5][CH2:7][CH:10]=[CH:12][CH2:13][CH:14]=1. (2) Given the reactants [C:1]([C:5]1[CH:13]=[CH:12][C:8]([C:9]([OH:11])=[O:10])=[CH:7][CH:6]=1)(=[O:4])[CH2:2][CH3:3].[C:14]([O-])(O)=O.[Na+].IC, predict the reaction product. The product is: [CH3:14][O:10][C:9](=[O:11])[C:8]1[CH:12]=[CH:13][C:5]([C:1](=[O:4])[CH2:2][CH3:3])=[CH:6][CH:7]=1. (3) Given the reactants [OH-].[Li+].[CH2:3]([C:9]1[CH:10]=[C:11]2[C:16](=[CH:17][CH:18]=1)[C:15]([C:19]([NH:21][C:22]1[CH:23]=[C:24]([CH:33]=[CH:34][CH:35]=1)[O:25][CH2:26][C:27]([O:29]C(C)C)=[O:28])=[O:20])=[CH:14][CH:13]=[CH:12]2)[CH2:4][CH2:5][CH2:6][CH2:7][CH3:8], predict the reaction product. The product is: [CH2:3]([C:9]1[CH:10]=[C:11]2[C:16](=[CH:17][CH:18]=1)[C:15]([C:19]([NH:21][C:22]1[CH:23]=[C:24]([CH:33]=[CH:34][CH:35]=1)[O:25][CH2:26][C:27]([OH:29])=[O:28])=[O:20])=[CH:14][CH:13]=[CH:12]2)[CH2:4][CH2:5][CH2:6][CH2:7][CH3:8]. (4) Given the reactants [BH3-]C#N.[Na+].[CH2:5]([N:12]1[CH2:16][CH2:15][C:14]2([CH2:20][CH2:19][NH:18][CH2:17]2)[CH2:13]1)[C:6]1[CH:11]=CC=CC=1.C(O)(=O)C.C(C1(O[Si](C)(C)C)CC1)C.C(N)C1C=CC=CC=1.N#N, predict the reaction product. The product is: [CH:5]1([N:12]2[CH2:16][CH2:15][C:14]3([CH2:20][CH2:19][NH:18][CH2:17]3)[CH2:13]2)[CH2:6][CH2:11]1. (5) Given the reactants C([O:3][C:4](=[O:31])[CH2:5][C:6]1[CH:11]=[CH:10][C:9]([O:12][CH2:13][CH:14]=[C:15]([C:23]2[CH:28]=[CH:27][C:26]([Br:29])=[CH:25][CH:24]=2)[C:16]2[CH:21]=[CH:20][C:19]([Br:22])=[CH:18][CH:17]=2)=[C:8]([Cl:30])[CH:7]=1)C.[OH-].[Na+], predict the reaction product. The product is: [Br:22][C:19]1[CH:18]=[CH:17][C:16]([C:15]([C:23]2[CH:24]=[CH:25][C:26]([Br:29])=[CH:27][CH:28]=2)=[CH:14][CH2:13][O:12][C:9]2[CH:10]=[CH:11][C:6]([CH2:5][C:4]([OH:31])=[O:3])=[CH:7][C:8]=2[Cl:30])=[CH:21][CH:20]=1. (6) Given the reactants [CH3:1][N:2]([CH2:10][C:11]1[CH:16]=[CH:15][CH:14]=[C:13]([C:17]([N:19]2[C:28]3[C:23](=[CH:24][CH:25]=[CH:26][CH:27]=3)[CH2:22][CH2:21][CH2:20]2)=[O:18])[CH:12]=1)C(=O)OC(C)(C)C.[ClH:29].O1CCOCC1, predict the reaction product. The product is: [ClH:29].[CH3:1][NH:2][CH2:10][C:11]1[CH:12]=[C:13]([CH:14]=[CH:15][CH:16]=1)[C:17]([N:19]1[C:28]2[C:23](=[CH:24][CH:25]=[CH:26][CH:27]=2)[CH2:22][CH2:21][CH2:20]1)=[O:18].